Dataset: Reaction yield outcomes from USPTO patents with 853,638 reactions. Task: Predict the reaction yield, written as a fraction of the theoretical maximum amount of product (1.0 means a 100% yield; for example, 0.34 means a 34% yield). (1) The catalyst is COCCO. The product is [CH3:18][O:19][CH2:20][CH2:21][O:22][C@@H:6]1[C@H:7]([OH:12])[C@@H:8]([CH2:10][OH:11])[O:9][C@H:5]1[N:4]1[CH:3]=[C:2]([CH3:1])[C:16](=[O:17])[NH:15][C:14]1=[O:13]. The reactants are [CH3:1][C:2]1[C:16](=[O:17])[N:15]=[C:14]2[N:4]([C@@H:5]3[O:9][C@H:8]([CH2:10][OH:11])[C@@H:7]([OH:12])[C@@H:6]3[O:13]2)[CH:3]=1.[CH3:18][O:19][CH2:20][CH2:21][O:22]B([O:22][CH2:21][CH2:20][O:19][CH3:18])[O:22][CH2:21][CH2:20][O:19][CH3:18]. The yield is 0.630. (2) The reactants are [H-].[H-].[H-].[H-].[Li+].[Al+3].[CH:7]([C:10]1([CH2:15][C:16](OC)=[O:17])[O:14][CH2:13][CH2:12][O:11]1)([CH3:9])[CH3:8]. The catalyst is C1COCC1. The product is [CH:7]([C:10]1([CH2:15][CH2:16][OH:17])[O:14][CH2:13][CH2:12][O:11]1)([CH3:9])[CH3:8]. The yield is 0.670. (3) The yield is 0.460. The reactants are [N:1]1([CH2:6][C@@H:7]2[C@H:10]([NH:11][C:12](=[O:39])/[C:13](=[N:27]\[O:28][C:29]([CH3:38])([CH3:37])[C:30]([O:32]C(C)(C)C)=[O:31])/[C:14]3[N:18]=[C:17]([NH:19]C(OC(C)(C)C)=O)[S:16][N:15]=3)[C:9](=[O:40])[N:8]2[S:41]([OH:44])(=[O:43])=[O:42])[CH:5]=[N:4][CH:3]=[N:2]1.C(O)(C(F)(F)F)=O. The product is [N:1]1([CH2:6][C@@H:7]2[C@H:10]([NH:11][C:12](=[O:39])/[C:13](=[N:27]\[O:28][C:29]([CH3:38])([CH3:37])[C:30]([OH:32])=[O:31])/[C:14]3[N:18]=[C:17]([NH2:19])[S:16][N:15]=3)[C:9](=[O:40])[N:8]2[S:41]([OH:44])(=[O:42])=[O:43])[CH:5]=[N:4][CH:3]=[N:2]1. The catalyst is C(Cl)Cl.